Task: Predict the product of the given reaction.. Dataset: Forward reaction prediction with 1.9M reactions from USPTO patents (1976-2016) (1) The product is: [F:1][C:2]1[CH:20]=[CH:19][CH:18]=[CH:17][C:3]=1[CH2:4][C:5]1[N:6]=[C:7]([C:14]#[N:16])[N:8]2[CH:13]=[CH:12][CH:11]=[N:10][C:9]=12. Given the reactants [F:1][C:2]1[CH:20]=[CH:19][CH:18]=[CH:17][C:3]=1[CH2:4][C:5]1[N:6]=[C:7]([C:14]([NH2:16])=O)[N:8]2[CH:13]=[CH:12][CH:11]=[N:10][C:9]=12, predict the reaction product. (2) Given the reactants [Br:1][C:2]1[CH:3]=[N:4][CH:5]=[C:6]([CH2:8]Cl)[CH:7]=1.[CH3:10][C@H:11]1[CH2:16][CH2:15][CH2:14][C@@H:13]([CH3:17])[NH:12]1.C([O-])([O-])=O.[K+].[K+], predict the reaction product. The product is: [Br:1][C:2]1[CH:3]=[N:4][CH:5]=[C:6]([CH2:8][N:12]2[C@@H:13]([CH3:17])[CH2:14][CH2:15][CH2:16][C@H:11]2[CH3:10])[CH:7]=1.